This data is from Full USPTO retrosynthesis dataset with 1.9M reactions from patents (1976-2016). The task is: Predict the reactants needed to synthesize the given product. (1) Given the product [N:36]1([CH2:9][C:8]2[C:4]([CH:1]([CH3:2])[CH3:3])=[N:5][N:6]([C:11]3[CH:16]=[CH:15][N:14]=[C:13]([NH:17][C:18]4[C:19]([O:33][CH3:34])=[CH:20][C:21]([N:27]5[CH2:28][CH2:29][O:30][CH2:31][CH2:32]5)=[C:22]([NH:24][C:19](=[O:33])[CH:18]=[CH2:23])[CH:23]=4)[N:12]=3)[CH:7]=2)[CH2:39][CH2:38][CH2:37]1, predict the reactants needed to synthesize it. The reactants are: [CH:1]([C:4]1[C:8]([CH:9]=O)=[CH:7][N:6]([C:11]2[CH:16]=[CH:15][N:14]=[C:13]([NH:17][C:18]3[CH:23]=[C:22]([N+:24]([O-])=O)[C:21]([N:27]4[CH2:32][CH2:31][O:30][CH2:29][CH2:28]4)=[CH:20][C:19]=3[O:33][CH3:34])[N:12]=2)[N:5]=1)([CH3:3])[CH3:2].Cl.[NH:36]1[CH2:39][CH2:38][CH2:37]1. (2) Given the product [Cl:8][C:5]1[CH:6]=[CH:7][C:2]([C:33]2([O:54][CH3:24])[C@H:32]([OH:31])[C@@H:37]([OH:38])[C@H:36]([OH:43])[C@@H:35]([CH2:48][OH:49])[O:34]2)=[CH:3][C:4]=1[CH2:9][C:10]1[CH:15]=[CH:14][C:13]([O:16][CH2:17][CH2:18][O:19][CH2:20][CH:21]([F:23])[F:22])=[CH:12][CH:11]=1, predict the reactants needed to synthesize it. The reactants are: Br[C:2]1[CH:7]=[CH:6][C:5]([Cl:8])=[C:4]([CH2:9][C:10]2[CH:15]=[CH:14][C:13]([O:16][CH2:17][CH2:18][O:19][CH2:20][CH:21]([F:23])[F:22])=[CH:12][CH:11]=2)[CH:3]=1.[CH2:24]([Li])CCC.C[Si](C)(C)[O:31][C@@H:32]1[C@@H:37]([O:38][Si](C)(C)C)[C@H:36]([O:43][Si](C)(C)C)[C@@H:35]([CH2:48][O:49][Si](C)(C)C)[O:34][C:33]1=[O:54]. (3) Given the product [ClH:1].[S:18]1[CH:19]=[CH:20][C:16]([CH2:15][CH2:14][N:11]2[CH:4]=[C:3]([CH2:2][C:5]3[N:6]=[C:7]([NH2:10])[NH:8][CH:9]=3)[N:13]=[N:12]2)=[CH:17]1, predict the reactants needed to synthesize it. The reactants are: [ClH:1].[CH2:2]([C:5]1[N:6]=[C:7]([NH2:10])[NH:8][CH:9]=1)[C:3]#[CH:4].[N:11]([CH2:14][CH2:15][C:16]1[CH:20]=[CH:19][S:18][CH:17]=1)=[N+:12]=[N-:13]. (4) Given the product [C:1]([O:5][C:6](=[O:27])[NH:7][C@H:8]([C:12]1[CH:17]=[C:16]([C:18]2[N:22]([CH3:23])[N:21]=[CH:20][C:19]=2[NH2:24])[CH:15]=[CH:14][N:13]=1)[CH2:9][CH:10]=[CH2:11])([CH3:3])([CH3:2])[CH3:4], predict the reactants needed to synthesize it. The reactants are: [C:1]([O:5][C:6](=[O:27])[NH:7][C@H:8]([C:12]1[CH:17]=[C:16]([C:18]2[N:22]([CH3:23])[N:21]=[CH:20][C:19]=2[N+:24]([O-])=O)[CH:15]=[CH:14][N:13]=1)[CH2:9][CH:10]=[CH2:11])([CH3:4])([CH3:3])[CH3:2].C([O-])([O-])=O.[K+].[K+].O.